Predict which catalyst facilitates the given reaction. From a dataset of Catalyst prediction with 721,799 reactions and 888 catalyst types from USPTO. (1) Reactant: [NH2:1][C:2]1[N:7]=[C:6]([SH:8])[C:5]([C:9]#[N:10])=[C:4]([S:11][CH3:12])[N:3]=1.Cl[CH2:14][C:15]([NH:17][C:18]1[CH:23]=[CH:22][CH:21]=[C:20]([C:24]([F:27])([F:26])[F:25])[CH:19]=1)=[O:16].C(=O)([O-])[O-].[K+].[K+]. Product: [NH2:1][C:2]1[N:7]=[C:6]([S:8][CH2:14][C:15]([NH:17][C:18]2[CH:23]=[CH:22][CH:21]=[C:20]([C:24]([F:27])([F:26])[F:25])[CH:19]=2)=[O:16])[C:5]([C:9]#[N:10])=[C:4]([S:11][CH3:12])[N:3]=1. The catalyst class is: 21. (2) Reactant: [CH3:1][O:2][C:3](=[O:30])[CH2:4][CH2:5][NH:6][C:7](=[O:29])[C:8]1[CH:13]=[CH:12][C:11]([C:14]([C:22]2[CH:27]=[CH:26][C:25](Br)=[CH:24][CH:23]=2)([OH:21])[CH2:15][CH2:16][CH2:17][CH2:18][CH2:19][CH3:20])=[CH:10][CH:9]=1.C(=O)([O-])[O-].[K+].[K+].[F:37][C:38]([F:49])([F:48])[C:39]1[CH:44]=[CH:43][C:42](B(O)O)=[CH:41][CH:40]=1. Product: [CH3:1][O:2][C:3](=[O:30])[CH2:4][CH2:5][NH:6][C:7](=[O:29])[C:8]1[CH:13]=[CH:12][C:11]([C:14]([OH:21])([C:22]2[CH:27]=[CH:26][C:25]([C:42]3[CH:43]=[CH:44][C:39]([C:38]([F:49])([F:48])[F:37])=[CH:40][CH:41]=3)=[CH:24][CH:23]=2)[CH2:15][CH2:16][CH2:17][CH2:18][CH2:19][CH3:20])=[CH:10][CH:9]=1. The catalyst class is: 73. (3) Reactant: Cl[C:2]1[CH:3]=[CH:4][C:5]2[N:6]([C:8]([C:11]3[CH:18]=[CH:17][C:14]([C:15]#[N:16])=[CH:13][CH:12]=3)=[CH:9][N:10]=2)[N:7]=1.C([O-])([O-])=O.[K+].[K+].B([C:28]1[CH:36]=[CH:35][C:31]([C:32]([OH:34])=[O:33])=[C:30]([Cl:37])[CH:29]=1)(O)O. Product: [Cl:37][C:30]1[CH:29]=[C:28]([C:2]2[CH:3]=[CH:4][C:5]3[N:6]([C:8]([C:11]4[CH:18]=[CH:17][C:14]([C:15]#[N:16])=[CH:13][CH:12]=4)=[CH:9][N:10]=3)[N:7]=2)[CH:36]=[CH:35][C:31]=1[C:32]([OH:34])=[O:33]. The catalyst class is: 710. (4) Reactant: [F:1][C:2]1[CH:27]=[CH:26][CH:25]=[C:24]([F:28])[C:3]=1[C:4]([NH:6][C:7]1[CH:11]=[CH:10][N:9]([CH2:12][C:13]2[CH:18]=[CH:17][C:16]([OH:19])=[CH:15][C:14]=2[C:20]([F:23])([F:22])[F:21])[N:8]=1)=[O:5].CC(C)([O-])C.[K+].Br[CH2:36][CH2:37][CH2:38][C:39]([O:41][CH2:42][CH3:43])=[O:40]. Product: [F:28][C:24]1[CH:25]=[CH:26][CH:27]=[C:2]([F:1])[C:3]=1[C:4]([NH:6][C:7]1[CH:11]=[CH:10][N:9]([CH2:12][C:13]2[CH:18]=[CH:17][C:16]([O:19][CH2:36][CH2:37][CH2:38][C:39]([O:41][CH2:42][CH3:43])=[O:40])=[CH:15][C:14]=2[C:20]([F:23])([F:21])[F:22])[N:8]=1)=[O:5]. The catalyst class is: 16.